Predict the product of the given reaction. From a dataset of Forward reaction prediction with 1.9M reactions from USPTO patents (1976-2016). (1) Given the reactants [CH2:1]([C:4]1[NH:8][C:7]([CH:9]=[O:10])=[CH:6][CH:5]=1)[CH2:2][CH3:3].C1C(=O)N([Br:18])C(=O)C1, predict the reaction product. The product is: [Br:18][C:5]1[CH:6]=[C:7]([CH:9]=[O:10])[NH:8][C:4]=1[CH2:1][CH2:2][CH3:3]. (2) Given the reactants C[Si:2]([O:7][CH3:8])([O:5][CH3:6])[O:3][CH3:4].[CH3:9][OH:10], predict the reaction product. The product is: [CH3:4][O:3][Si:2]([O:10][CH3:9])([O:7][CH3:8])[O:5][CH3:6]. (3) Given the reactants [N:1]1([C:7]2[N:8]=[C:9]([CH2:14][C:15]([O-:17])=O)[NH:10][C:11](=[O:13])[CH:12]=2)[CH2:6][CH2:5][O:4][CH2:3][CH2:2]1.[Na+].[F:19][C:20]1[CH:28]=[C:27]2[C:23]([CH2:24][CH2:25][NH:26]2)=[CH:22][CH:21]=1.Cl.CN(C)CCCN=C=NCC, predict the reaction product. The product is: [F:19][C:20]1[CH:28]=[C:27]2[C:23]([CH2:24][CH2:25][N:26]2[C:15](=[O:17])[CH2:14][C:9]2[NH:10][C:11](=[O:13])[CH:12]=[C:7]([N:1]3[CH2:2][CH2:3][O:4][CH2:5][CH2:6]3)[N:8]=2)=[CH:22][CH:21]=1. (4) Given the reactants C[O:2][C:3]([C:5]1[CH:10]=[CH:9][C:8]([C:11]2[CH:16]=[CH:15][C:14]([Br:17])=[CH:13][CH:12]=2)=[CH:7][CH:6]=1)=O.[H-].[Al+3].[Li+].[H-].[H-].[H-], predict the reaction product. The product is: [Br:17][C:14]1[CH:13]=[CH:12][C:11]([C:8]2[CH:9]=[CH:10][C:5]([CH2:3][OH:2])=[CH:6][CH:7]=2)=[CH:16][CH:15]=1. (5) Given the reactants [C:1]([C:3]1[CH:4]=[CH:5][C:6]([NH:9][S:10]([C:13]2[CH:18]=[CH:17][C:16]([O:19][CH2:20][C:21]3[C:22]([CH3:27])=[N:23][O:24][C:25]=3[CH3:26])=[CH:15][CH:14]=2)(=[O:12])=[O:11])=[N:7][CH:8]=1)#N.[CH3:28][C:29](N=C(N(C)C)N(C)C)([CH3:31])[CH3:30].BrCC(C)C, predict the reaction product. The product is: [CH3:27][C:22]1[C:21]([CH2:20][O:19][C:16]2[CH:17]=[CH:18][C:13]([S:10]([N:9]([CH2:28][CH:29]([CH3:31])[CH3:30])[C:6]3[CH:5]=[CH:4][C:3]([CH3:1])=[CH:8][N:7]=3)(=[O:12])=[O:11])=[CH:14][CH:15]=2)=[C:25]([CH3:26])[O:24][N:23]=1.